This data is from Forward reaction prediction with 1.9M reactions from USPTO patents (1976-2016). The task is: Predict the product of the given reaction. (1) The product is: [F:27][C:10]1[C:11]([C:16]2[C:20]([C:21]3[CH:26]=[CH:25][N:24]=[CH:23][CH:22]=3)=[CH:19][NH:18][N:17]=2)=[C:12]([F:15])[CH:13]=[CH:14][C:9]=1[NH2:8]. Given the reactants C([N:8](CC1C=CC=CC=1)[C:9]1[CH:14]=[CH:13][C:12]([F:15])=[C:11]([C:16]2[C:20]([C:21]3[CH:26]=[CH:25][N:24]=[CH:23][CH:22]=3)=[CH:19][NH:18][N:17]=2)[C:10]=1[F:27])C1C=CC=CC=1, predict the reaction product. (2) Given the reactants [C:1]([C:4]1[C:20]([O:21][CH2:22][C@@H:23]([N:28]2[C:36](=[O:37])[C:35]3[C:30](=[CH:31][CH:32]=[CH:33][CH:34]=3)[C:29]2=[O:38])[CH2:24][CH:25]([CH3:27])[CH3:26])=[CH:19][C:7]2[N:8]([CH3:18])[C:9](=[O:17])[C:10]3[C:15]([C:6]=2[CH:5]=1)=[CH:14][CH:13]=[N:12][C:11]=3[CH3:16])(=[O:3])[CH3:2].[CH3:39][Mg]Br, predict the reaction product. The product is: [OH:3][C:1]([C:4]1[C:20]([O:21][CH2:22][C@@H:23]([N:28]2[C:29](=[O:38])[C:30]3[C:35](=[CH:34][CH:33]=[CH:32][CH:31]=3)[C:36]2=[O:37])[CH2:24][CH:25]([CH3:27])[CH3:26])=[CH:19][C:7]2[N:8]([CH3:18])[C:9](=[O:17])[C:10]3[C:15]([C:6]=2[CH:5]=1)=[CH:14][CH:13]=[N:12][C:11]=3[CH3:16])([CH3:39])[CH3:2]. (3) Given the reactants Cl[C:2]1[C:11]([C:12]([OH:14])=[O:13])=[CH:10][C:9]2[C:4](=[CH:5][CH:6]=[C:7]([Cl:15])[CH:8]=2)[N:3]=1.[NH2:16][CH:17]([C:26]([OH:28])=[O:27])[CH2:18][CH2:19][C:20]1[CH:25]=[CH:24][CH:23]=[CH:22][CH:21]=1, predict the reaction product. The product is: [C:26]([CH:17]([NH:16][C:2]1[C:11]([C:12]([OH:14])=[O:13])=[CH:10][C:9]2[C:4](=[CH:5][CH:6]=[C:7]([Cl:15])[CH:8]=2)[N:3]=1)[CH2:18][CH2:19][C:20]1[CH:25]=[CH:24][CH:23]=[CH:22][CH:21]=1)([OH:28])=[O:27]. (4) Given the reactants [C:1]([O:4][CH2:5][CH2:6][CH2:7][CH2:8][N:9]1[C:17]2[C:16](Cl)=[N:15][CH:14]=[N:13][C:12]=2[CH:11]=[CH:10]1)(=[O:3])[CH3:2].[Cl:19][C:20]1[CH:21]=[C:22]([CH:24]=[CH:25][C:26]=1[O:27][C:28]1[CH:33]=[CH:32][CH:31]=[C:30]([C:34]([F:37])([F:36])[F:35])[CH:29]=1)[NH2:23].C(=O)([O-])O.[Na+], predict the reaction product. The product is: [C:1]([O:4][CH2:5][CH2:6][CH2:7][CH2:8][N:9]1[C:17]2[C:16]([NH:23][C:22]3[CH:24]=[CH:25][C:26]([O:27][C:28]4[CH:33]=[CH:32][CH:31]=[C:30]([C:34]([F:35])([F:36])[F:37])[CH:29]=4)=[C:20]([Cl:19])[CH:21]=3)=[N:15][CH:14]=[N:13][C:12]=2[CH:11]=[CH:10]1)(=[O:3])[CH3:2]. (5) Given the reactants C1(S)C=CC=CC=1.[Sn](Cl)Cl.C(N(CC)CC)C.[N:18]([C:21]1([CH3:39])[CH2:27][CH2:26][CH2:25][CH2:24][N:23]2[C:28](=[O:38])[CH:29]=[C:30]([C:32]3[CH:37]=[CH:36][N:35]=[CH:34][N:33]=3)[N:31]=[C:22]12)=[N+]=[N-].[OH-].[Na+], predict the reaction product. The product is: [NH2:18][C:21]1([CH3:39])[CH2:27][CH2:26][CH2:25][CH2:24][N:23]2[C:28](=[O:38])[CH:29]=[C:30]([C:32]3[CH:37]=[CH:36][N:35]=[CH:34][N:33]=3)[N:31]=[C:22]12. (6) Given the reactants CC1(C)C2C(=C(P(C3C=CC=CC=3)C3C=CC=CC=3)C=CC=2)OC2C(P(C3C=CC=CC=3)C3C=CC=CC=3)=CC=CC1=2.Br[C:44]1[C:45]([O:73][CH2:74][C:75]([F:78])([F:77])[F:76])=[N:46][CH:47]=[C:48]([CH:72]=1)[C:49]([NH:51][CH2:52][CH2:53][NH:54][C:55]([C:57]1[C:58]([C:68]([F:71])([F:70])[F:69])=[N:59][N:60]([C:62]2[CH:67]=[CH:66][CH:65]=[CH:64][CH:63]=2)[CH:61]=1)=[O:56])=[O:50].C(=O)([O-])[O-].[Cs+].[Cs+].[C:85]([NH2:88])(=[O:87])[CH3:86], predict the reaction product. The product is: [C:85]([NH:88][C:44]1[C:45]([O:73][CH2:74][C:75]([F:78])([F:77])[F:76])=[N:46][CH:47]=[C:48]([CH:72]=1)[C:49]([NH:51][CH2:52][CH2:53][NH:54][C:55]([C:57]1[C:58]([C:68]([F:71])([F:70])[F:69])=[N:59][N:60]([C:62]2[CH:67]=[CH:66][CH:65]=[CH:64][CH:63]=2)[CH:61]=1)=[O:56])=[O:50])(=[O:87])[CH3:86]. (7) Given the reactants [C:1]1([C@@H:7]2[CH2:9][C@H:8]2[C:10]([N:12]2[CH2:17][CH2:16][CH:15]([CH2:18][NH:19][C:20]3[N:25]=[CH:24][C:23]([C:26]#[C:27][Si](C)(C)C)=[CH:22][N:21]=3)[CH2:14][CH2:13]2)=[O:11])[CH:6]=[CH:5][CH:4]=[CH:3][CH:2]=1.C(=O)([O-])[O-].[K+].[K+], predict the reaction product. The product is: [C:26]([C:23]1[CH:24]=[N:25][C:20]([NH:19][CH2:18][CH:15]2[CH2:16][CH2:17][N:12]([C:10]([C@@H:8]3[CH2:9][C@H:7]3[C:1]3[CH:2]=[CH:3][CH:4]=[CH:5][CH:6]=3)=[O:11])[CH2:13][CH2:14]2)=[N:21][CH:22]=1)#[CH:27]. (8) Given the reactants [CH3:1][O:2][C:3]1[CH:10]=[CH:9][C:6]([CH:7]=O)=[CH:5][CH:4]=1.[CH3:11][O:12][C:13]1[CH:14]=[CH:15][C:16]([NH2:19])=[N:17][CH:18]=1.COC1C=CC(CNC2CCC2)=CC=1, predict the reaction product. The product is: [CH3:11][O:12][C:13]1[CH:14]=[CH:15][C:16]([NH:19][CH2:7][C:6]2[CH:9]=[CH:10][C:3]([O:2][CH3:1])=[CH:4][CH:5]=2)=[N:17][CH:18]=1. (9) Given the reactants [CH3:1][Si:2]([C:5]#[CH:6])([CH3:4])[CH3:3].Br[CH2:8][CH2:9][CH2:10][CH2:11][CH2:12][CH2:13][CH:14]=[CH2:15], predict the reaction product. The product is: [C:5]([Si:2]([CH3:4])([CH3:3])[CH3:1])#[C:6][CH2:15][CH2:14][CH2:13][CH2:12][CH2:11][CH2:10][CH:9]=[CH2:8]. (10) Given the reactants F[C:2]1[CH:7]=[CH:6][C:5]([N+:8]([O-:10])=[O:9])=[CH:4][CH:3]=1.[OH:11][C:12]1[CH:17]=[CH:16][C:15]([C:18](=[O:20])[CH3:19])=[CH:14][CH:13]=1, predict the reaction product. The product is: [C:18]([C:15]1[CH:16]=[CH:17][C:12]([O:11][C:2]2[CH:7]=[CH:6][C:5]([N+:8]([O-:10])=[O:9])=[CH:4][CH:3]=2)=[CH:13][CH:14]=1)(=[O:20])[CH3:19].